Dataset: Peptide-MHC class I binding affinity with 185,985 pairs from IEDB/IMGT. Task: Regression. Given a peptide amino acid sequence and an MHC pseudo amino acid sequence, predict their binding affinity value. This is MHC class I binding data. (1) The peptide sequence is VILNYIPVL. The MHC is HLA-B15:01 with pseudo-sequence HLA-B15:01. The binding affinity (normalized) is 0.0847. (2) The MHC is Mamu-A01 with pseudo-sequence Mamu-A01. The binding affinity (normalized) is 0.204. The peptide sequence is VSADGANGV. (3) The MHC is Mamu-A2201 with pseudo-sequence Mamu-A2201. The binding affinity (normalized) is 0. The peptide sequence is IEYIHFLIRQ. (4) The peptide sequence is FRYEFTAPF. The MHC is HLA-B57:01 with pseudo-sequence HLA-B57:01. The binding affinity (normalized) is 0.0847. (5) The peptide sequence is RLEAACNWTR. The MHC is Patr-A0101 with pseudo-sequence Patr-A0101. The binding affinity (normalized) is 0.817. (6) The peptide sequence is GKAVICGKY. The MHC is HLA-B27:05 with pseudo-sequence HLA-B27:05. The binding affinity (normalized) is 0.219. (7) The peptide sequence is ILKRWGQLKK. The MHC is HLA-A03:01 with pseudo-sequence HLA-A03:01. The binding affinity (normalized) is 0.662. (8) The peptide sequence is VQIPEKKCF. The MHC is HLA-A31:01 with pseudo-sequence HLA-A31:01. The binding affinity (normalized) is 0.0847. (9) The peptide sequence is KQLDIQYLK. The MHC is HLA-B18:01 with pseudo-sequence HLA-B18:01. The binding affinity (normalized) is 0.0847. (10) The peptide sequence is GSENLKSLY. The MHC is Mamu-A02 with pseudo-sequence Mamu-A02. The binding affinity (normalized) is 0.906.